From a dataset of Forward reaction prediction with 1.9M reactions from USPTO patents (1976-2016). Predict the product of the given reaction. Given the reactants [CH:1]([O:4][C:5]([N:7]1[CH2:12][CH2:11][CH:10]([CH:13]([O:15][C:16]2[CH:21]=[CH:20][C:19](Br)=[CH:18][N:17]=2)[CH3:14])[CH2:9][CH2:8]1)=[O:6])([CH3:3])[CH3:2].C([O-])(=O)C.[K+].[B:28]1([B:28]2[O:32][C:31]([CH3:34])([CH3:33])[C:30]([CH3:36])([CH3:35])[O:29]2)[O:32][C:31]([CH3:34])([CH3:33])[C:30]([CH3:36])([CH3:35])[O:29]1, predict the reaction product. The product is: [CH:1]([O:4][C:5]([N:7]1[CH2:12][CH2:11][CH:10]([CH:13]([O:15][C:16]2[CH:21]=[CH:20][C:19]([B:28]3[O:32][C:31]([CH3:34])([CH3:33])[C:30]([CH3:36])([CH3:35])[O:29]3)=[CH:18][N:17]=2)[CH3:14])[CH2:9][CH2:8]1)=[O:6])([CH3:3])[CH3:2].